This data is from Catalyst prediction with 721,799 reactions and 888 catalyst types from USPTO. The task is: Predict which catalyst facilitates the given reaction. (1) Reactant: Cl.[N+:2]([C:5]1[CH:12]=[CH:11][C:8]([CH2:9][NH2:10])=[CH:7][CH:6]=1)([O-:4])=[O:3].CN(C1C=CC=CN=1)C.[C:22](O[C:22]([O:24][C:25]([CH3:28])([CH3:27])[CH3:26])=[O:23])([O:24][C:25]([CH3:28])([CH3:27])[CH3:26])=[O:23].C(N(CC)CC)C. Product: [C:25]([O:24][C:22](=[O:23])[NH:10][CH2:9][C:8]1[CH:7]=[CH:6][C:5]([N+:2]([O-:4])=[O:3])=[CH:12][CH:11]=1)([CH3:28])([CH3:27])[CH3:26]. The catalyst class is: 4. (2) Reactant: C(N(S(F)(F)[F:7])CC)C.[Br:10][C:11]1[CH:12]=[C:13]([C:17]2(O)[CH2:22][CH2:21][O:20][CH2:19][CH2:18]2)[CH:14]=[N:15][CH:16]=1. Product: [Br:10][C:11]1[CH:16]=[N:15][CH:14]=[C:13]([C:17]2([F:7])[CH2:22][CH2:21][O:20][CH2:19][CH2:18]2)[CH:12]=1. The catalyst class is: 2.